Task: Regression. Given a peptide amino acid sequence and an MHC pseudo amino acid sequence, predict their binding affinity value. This is MHC class I binding data.. Dataset: Peptide-MHC class I binding affinity with 185,985 pairs from IEDB/IMGT (1) The peptide sequence is RYDDGQSIY. The MHC is HLA-B40:01 with pseudo-sequence HLA-B40:01. The binding affinity (normalized) is 0.0847. (2) The peptide sequence is GQRVYSWVY. The MHC is HLA-B57:01 with pseudo-sequence HLA-B57:01. The binding affinity (normalized) is 0.0847. (3) The MHC is HLA-A68:02 with pseudo-sequence HLA-A68:02. The binding affinity (normalized) is 0.491. The peptide sequence is CNYTKFWYV. (4) The peptide sequence is IQLDEKSSI. The MHC is HLA-A24:02 with pseudo-sequence HLA-A24:02. The binding affinity (normalized) is 0.0832. (5) The peptide sequence is YNLLSRQVI. The MHC is H-2-Db with pseudo-sequence H-2-Db. The binding affinity (normalized) is 0.237. (6) The peptide sequence is AEAAVKPLLA. The MHC is HLA-B18:01 with pseudo-sequence HLA-B18:01. The binding affinity (normalized) is 0. (7) The peptide sequence is VTTEVAFGL. The MHC is HLA-B35:01 with pseudo-sequence HLA-B35:01. The binding affinity (normalized) is 0.0847. (8) The peptide sequence is GAGVLDKDL. The MHC is HLA-A02:06 with pseudo-sequence HLA-A02:06. The binding affinity (normalized) is 0. (9) The peptide sequence is IAARILSEKR. The MHC is HLA-A31:01 with pseudo-sequence HLA-A31:01. The binding affinity (normalized) is 0.453.